Task: Predict the reactants needed to synthesize the given product.. Dataset: Full USPTO retrosynthesis dataset with 1.9M reactions from patents (1976-2016) (1) Given the product [CH3:29][O:28][C:26]([C:12]1[CH:11]=[CH:10][C:9]2[C@:8]3([CH2:1][C:2]4[CH:3]=[CH:4][CH:5]=[CH:6][CH:7]=4)[CH2:21][CH2:20][C@@:19]([CH2:23][CH3:24])([OH:22])[CH2:18][C@@H:17]3[CH2:16][C:25](=[O:30])[CH2:15][C:14]=2[CH:13]=1)=[O:27], predict the reactants needed to synthesize it. The reactants are: [CH2:1]([C@@:8]12[CH2:21][CH2:20][C@@:19]([CH2:23][CH3:24])([OH:22])[CH2:18][C@@H:17]1[CH2:16][C:15](=[CH2:25])[C:14]1[CH:13]=[C:12]([C:26]([O:28][CH3:29])=[O:27])[CH:11]=[CH:10][C:9]2=1)[C:2]1[CH:7]=[CH:6][CH:5]=[CH:4][CH:3]=1.[OH:30]I(C1C=CC=CC=1)OS(C1C=CC(C)=CC=1)(=O)=O. (2) Given the product [CH2:35]([CH:30]([CH2:29][C:24]1[NH:25][C:26]2[C:22]([CH:23]=1)=[CH:21][C:20]([O:19][CH2:43][CH2:44][CH2:45][NH:46][C:47]1[CH:52]=[CH:51][CH:50]=[CH:49][N:48]=1)=[CH:28][CH:27]=2)[C:31]([OH:33])=[O:32])[C:36]1[CH:37]=[CH:38][CH:39]=[CH:40][CH:41]=1, predict the reactants needed to synthesize it. The reactants are: N(C(N1CCCCC1)=O)=NC(N1CCCCC1)=O.[OH:19][C:20]1[CH:21]=[C:22]2[C:26](=[CH:27][CH:28]=1)[NH:25][C:24]([CH2:29][CH:30]([CH2:35][C:36]1[CH:41]=[CH:40][CH:39]=[CH:38][CH:37]=1)[C:31]([O:33]C)=[O:32])=[CH:23]2.O[CH2:43][CH2:44][CH2:45][NH:46][C:47]1[CH:52]=[CH:51][CH:50]=[CH:49][N:48]=1.C(P(CCCC)CCCC)CCC. (3) Given the product [CH2:1]([N:8]1[C:12]2[C:13](=[O:35])[N:14]([CH3:34])[C:15]([CH:24]([O:29][C:30]([CH3:32])([CH3:31])[CH3:33])[C:25]([O:27][CH3:28])=[O:26])=[C:16]([C:17]3[CH:22]=[CH:21][C:20]([Cl:23])=[CH:19][CH:18]=3)[C:11]=2[C:10]([Br:43])=[CH:9]1)[C:2]1[CH:3]=[CH:4][CH:5]=[CH:6][CH:7]=1, predict the reactants needed to synthesize it. The reactants are: [CH2:1]([N:8]1[C:12]2[C:13](=[O:35])[N:14]([CH3:34])[C:15]([CH:24]([O:29][C:30]([CH3:33])([CH3:32])[CH3:31])[C:25]([O:27][CH3:28])=[O:26])=[C:16]([C:17]3[CH:22]=[CH:21][C:20]([Cl:23])=[CH:19][CH:18]=3)[C:11]=2[CH:10]=[CH:9]1)[C:2]1[CH:7]=[CH:6][CH:5]=[CH:4][CH:3]=1.C1C(=O)N([Br:43])C(=O)C1.O. (4) Given the product [Cl:13][C:8]1[CH:7]=[C:6]([CH:11]=[CH:10][C:9]=1[Cl:12])[CH2:5][CH:4]([CH:15]=[O:16])[C:3]([O:2][CH3:1])=[O:14], predict the reactants needed to synthesize it. The reactants are: [CH3:1][O:2][C:3](=[O:14])[CH2:4][CH2:5][C:6]1[CH:11]=[CH:10][C:9]([Cl:12])=[C:8]([Cl:13])[CH:7]=1.[CH:15](OC)=[O:16].CC([O-])(C)C.[K+]. (5) Given the product [C:4]([CH:3]([NH:2][C:28]([C:26]1[N:25]=[N:24][N:23]([CH2:22][CH2:21][NH:20][C:18](=[O:19])[C:17]2[CH:31]=[CH:32][C:33]([O:37][CH3:38])=[C:34]([O:35][CH3:36])[C:16]=2[O:15][CH3:14])[CH:27]=1)=[O:29])[C:6]1[CH:11]=[CH:10][CH:9]=[C:8]([S:12][CH3:13])[CH:7]=1)#[N:5], predict the reactants needed to synthesize it. The reactants are: Cl.[NH2:2][CH:3]([C:6]1[CH:11]=[CH:10][CH:9]=[C:8]([S:12][CH3:13])[CH:7]=1)[C:4]#[N:5].[CH3:14][O:15][C:16]1[C:34]([O:35][CH3:36])=[C:33]([O:37][CH3:38])[CH:32]=[CH:31][C:17]=1[C:18]([NH:20][CH2:21][CH2:22][N:23]1[CH:27]=[C:26]([C:28](O)=[O:29])[N:25]=[N:24]1)=[O:19]. (6) Given the product [CH3:1][O:2][C:3]([C:5]1[C:13]2[C:8](=[CH:9][C:10]([NH:51][C:50]3[CH:52]=[CH:53][CH:54]=[CH:55][C:49]=3[C:48]([O:57][CH3:58])=[O:56])=[CH:11][CH:12]=2)[N:7]([CH:27]2[CH2:26][CH2:25][CH2:24][CH2:23][O:15]2)[N:6]=1)=[O:4], predict the reactants needed to synthesize it. The reactants are: [CH3:1][O:2][C:3]([C:5]1[C:13]2[C:8](=[CH:9][C:10](Cl)=[CH:11][CH:12]=2)[NH:7][N:6]=1)=[O:4].[O-:15]P([O-])([O-])=O.[K+].[K+].[K+].[CH:23]1(P([CH:25]2[CH2:26][CH2:27]C[CH2:23][CH2:24]2)C2C=CC=CC=2C2C=CC=CC=2)C[CH2:27][CH2:26][CH2:25][CH2:24]1.[C:48]([O:57][CH3:58])(=[O:56])[C:49]1[C:50](=[CH:52][CH:53]=[CH:54][CH:55]=1)[NH2:51].